This data is from Full USPTO retrosynthesis dataset with 1.9M reactions from patents (1976-2016). The task is: Predict the reactants needed to synthesize the given product. (1) Given the product [CH2:39]([S:36]([N:35]([CH2:49][C:50]([O:52][C:53]([CH3:56])([CH3:55])[CH3:54])=[O:51])[C:33]([CH:30]1[CH2:29][CH2:28][N:27]([C:22]2[C:23]([C:25]#[N:26])=[CH:24][C:19]([C:18]([O:17][CH2:15][CH3:16])=[O:47])=[C:20]([CH3:46])[N:21]=2)[CH2:32][CH2:31]1)=[O:34])(=[O:37])=[O:38])[C:40]1[CH:45]=[CH:44][CH:43]=[CH:42][CH:41]=1, predict the reactants needed to synthesize it. The reactants are: ClCC(O)=O.CCN(C(C)C)C(C)C.[CH2:15]([O:17][C:18](=[O:47])[C:19]1[CH:24]=[C:23]([C:25]#[N:26])[C:22]([N:27]2[CH2:32][CH2:31][CH:30]([C:33]([NH:35][S:36]([CH2:39][C:40]3[CH:45]=[CH:44][CH:43]=[CH:42][CH:41]=3)(=[O:38])=[O:37])=[O:34])[CH2:29][CH2:28]2)=[N:21][C:20]=1[CH3:46])[CH3:16].Cl[CH2:49][C:50]([O:52][C:53]([CH3:56])([CH3:55])[CH3:54])=[O:51]. (2) Given the product [C:18]([O:4][CH2:3][CH2:2][N:1]([CH2:8][CH2:9][O:10][C:27](=[O:28])[CH2:26][O:25][C:22](=[O:24])[CH3:23])[CH2:5][CH2:6][O:7][C:32](=[O:33])[CH3:31])(=[O:20])[CH3:19], predict the reactants needed to synthesize it. The reactants are: [N:1]([CH2:8][CH2:9][OH:10])([CH2:5][CH2:6][OH:7])[CH2:2][CH2:3][OH:4].C(N(CC)CC)C.[C:18](Cl)(=[O:20])[CH3:19].[C:22]([O:25][CH2:26][C:27](Cl)=[O:28])(=[O:24])[CH3:23].C1C[O:33][CH2:32][CH2:31]1. (3) Given the product [CH3:19][O:18][C:15]1[CH:16]=[CH:17][C:12]([CH2:11][N:10]2[C:9]3[C:8](=[O:20])[N:7]4[C:21]([CH3:24])=[N:22][N:23]=[C:6]4[N:5]([CH2:25][CH2:26][CH2:27][CH2:28][CH3:29])[C:4]=3[N:3]=[C:2]2[C:35]2[S:36][CH:37]=[CH:38][N:39]=2)=[CH:13][CH:14]=1, predict the reactants needed to synthesize it. The reactants are: Br[C:2]1[N:10]([CH2:11][C:12]2[CH:17]=[CH:16][C:15]([O:18][CH3:19])=[CH:14][CH:13]=2)[C:9]2[C:8](=[O:20])[N:7]3[C:21]([CH3:24])=[N:22][N:23]=[C:6]3[N:5]([CH2:25][CH2:26][CH2:27][CH2:28][CH3:29])[C:4]=2[N:3]=1.C([Sn](CCCC)(CCCC)[C:35]1[S:36][CH:37]=[CH:38][N:39]=1)CCC. (4) Given the product [CH2:1]([O:8][C:9]1[CH:10]=[CH:11][C:12]2[C:13]3[CH:14]=[CH:15][C:79]([O:78][CH2:77][C:76]4[CH:11]=[CH:10][CH:9]=[CH:27][CH:26]=4)=[C:75]([CH:66]=3)[CH2:18][C@H:19]([NH:55][C:56]([O:58][CH2:59][C:60]3[CH:65]=[CH:64][CH:63]=[CH:62][CH:61]=3)=[O:57])[C:20](=[O:54])[NH:21][C@@H:22]([CH2:40][CH2:41][CH2:42][NH:51][C:52]([O:80][CH2:1][C:2]3[CH:3]=[CH:4][CH:5]=[CH:6][CH:7]=3)=[O:53])[C:23](=[O:39])[NH:24][C@H:25]([C:29]([OH:31])=[O:30])[CH2:26][C:27]=1[CH:28]=2)[C:2]1[CH:3]=[CH:4][CH:5]=[CH:6][CH:7]=1, predict the reactants needed to synthesize it. The reactants are: [CH2:1]([O:8][C:9]1[C:27]2=[CH:28][C:12]([C:13]3[CH:66]=C([CH2:18][C@H:19]([NH:55][C:56]([O:58][CH2:59][C:60]4[CH:65]=[CH:64][CH:63]=[CH:62][CH:61]=4)=[O:57])[C:20](=[O:54])[NH:21][C@@H:22]([CH2:40][CH2:41][CH:42]([N:51]=[C:52]=[O:53])OCC4C=CC=CC=4)[C:23](=[O:39])[NH:24][C@H:25]([C:29]([O:31]CC4C=CC=CC=4)=[O:30])[CH2:26]2)C(OCC2C=CC=CC=2)=[CH:15][CH:14]=3)=[CH:11][CH:10]=1)[C:2]1[CH:7]=[CH:6][CH:5]=[CH:4][CH:3]=1.[CH2:75]1[CH2:79][O:78][CH2:77][CH2:76]1.[OH-:80].[Li+].Cl. (5) Given the product [F:12][C:13]1[C:19]([F:20])=[C:18]([F:21])[CH:17]=[CH:16][C:14]=1[NH:15][C:2]1[CH:7]=[CH:6][CH:5]=[CH:4][C:3]=1[CH2:8][C:9]([OH:11])=[O:10], predict the reactants needed to synthesize it. The reactants are: Br[C:2]1[CH:7]=[CH:6][CH:5]=[CH:4][C:3]=1[CH2:8][C:9]([OH:11])=[O:10].[F:12][C:13]1[C:19]([F:20])=[C:18]([F:21])[CH:17]=[CH:16][C:14]=1[NH2:15]. (6) Given the product [ClH:12].[CH:1]([C:4]1[CH:5]=[C:6]([CH:9]=[CH:10][CH:11]=1)[CH2:7][NH2:8])([CH3:3])[CH3:2], predict the reactants needed to synthesize it. The reactants are: [C:1]([C:4]1[CH:5]=[C:6]([CH:9]=[CH:10][CH:11]=1)[C:7]#[N:8])([CH3:3])=[CH2:2].[ClH:12].